From a dataset of Full USPTO retrosynthesis dataset with 1.9M reactions from patents (1976-2016). Predict the reactants needed to synthesize the given product. (1) The reactants are: [H-].[Na+].[CH3:3][C:4]1[N:5]([CH2:22][CH2:23][OH:24])[C:6]2[C:11]([CH3:12])=[C:10]([CH3:13])[N:9]=[C:8]([O:14][C:15]3[CH:20]=[CH:19][CH:18]=[CH:17][CH:16]=3)[C:7]=2[N:21]=1.Br[CH2:26][C:27]#[C:28][C:29]1[CH:34]=[CH:33][CH:32]=[CH:31][CH:30]=1. Given the product [C:29]1([C:28]#[C:27][CH2:26][O:24][CH2:23][CH2:22][N:5]2[C:6]3[C:11]([CH3:12])=[C:10]([CH3:13])[N:9]=[C:8]([O:14][C:15]4[CH:16]=[CH:17][CH:18]=[CH:19][CH:20]=4)[C:7]=3[N:21]=[C:4]2[CH3:3])[CH:34]=[CH:33][CH:32]=[CH:31][CH:30]=1, predict the reactants needed to synthesize it. (2) Given the product [CH3:1][O:2][C:3]1[CH:10]=[CH:9][C:6]([CH:7]=[CH:15][C:16]([OH:18])=[O:17])=[CH:5][C:4]=1[N+:11]([O-:13])=[O:12], predict the reactants needed to synthesize it. The reactants are: [CH3:1][O:2][C:3]1[CH:10]=[CH:9][C:6]([CH:7]=O)=[CH:5][C:4]=1[N+:11]([O-:13])=[O:12].C(O)(=O)[CH2:15][C:16]([OH:18])=[O:17].N1CCCCC1. (3) The reactants are: [Cl:1][C:2]1[CH:7]=[CH:6][C:5]([C:8]2[N:9]=[C:10]([CH2:18][CH2:19][CH3:20])[O:11][C:12]=2[CH2:13][CH2:14][C:15]([OH:17])=O)=[CH:4][CH:3]=1.ON1C2N=CC=CC=2N=N1.C(N=C=NCCCN(C)C)C.[CH3:42][N:43]1[CH2:48][CH2:47][CH:46]([CH2:49][N:50]2[CH2:55][CH2:54][NH:53][CH2:52][CH2:51]2)[CH2:45][CH2:44]1. Given the product [ClH:1].[ClH:1].[Cl:1][C:2]1[CH:3]=[CH:4][C:5]([C:8]2[N:9]=[C:10]([CH2:18][CH2:19][CH3:20])[O:11][C:12]=2[CH2:13][CH2:14][C:15]([N:53]2[CH2:52][CH2:51][N:50]([CH2:49][CH:46]3[CH2:47][CH2:48][N:43]([CH3:42])[CH2:44][CH2:45]3)[CH2:55][CH2:54]2)=[O:17])=[CH:6][CH:7]=1, predict the reactants needed to synthesize it. (4) The reactants are: [C:1]([C:3]1[CH:8]=[CH:7][C:6]([NH:9][CH:10]([C:19]2[CH:24]=[C:23]([O:25][CH2:26][CH3:27])[C:22]([O:28][CH2:29][CH3:30])=[CH:21][C:20]=2[OH:31])[CH2:11][NH:12][S:13]([CH2:16][CH2:17][CH3:18])(=[O:15])=[O:14])=[CH:5][CH:4]=1)#[N:2].C(=O)(O)[O-].[K+].Br[CH2:38][C:39]([O:41][CH2:42][CH3:43])=[O:40]. Given the product [CH2:42]([O:41][C:39](=[O:40])[CH2:38][O:31][C:20]1[CH:21]=[C:22]([O:28][CH2:29][CH3:30])[C:23]([O:25][CH2:26][CH3:27])=[CH:24][C:19]=1[CH:10]([NH:9][C:6]1[CH:7]=[CH:8][C:3]([C:1]#[N:2])=[CH:4][CH:5]=1)[CH2:11][NH:12][S:13]([CH2:16][CH2:17][CH3:18])(=[O:15])=[O:14])[CH3:43], predict the reactants needed to synthesize it. (5) Given the product [CH3:8][C:9]1([CH3:24])[CH2:14][CH2:13][CH2:12][N:11]([NH:15][C:16]([C@@H:18]2[CH2:23][C@@H:22]3[C@@H:20]([CH2:21]3)[N:19]2[C:39](=[O:40])[CH2:38][N:30]2[C:31]3[C:36](=[CH:35][CH:34]=[C:33]([CH3:37])[CH:32]=3)[C:28]([C:25]([NH2:26])=[O:27])=[N:29]2)=[O:17])[CH2:10]1, predict the reactants needed to synthesize it. The reactants are: FC(F)(F)C(O)=O.[CH3:8][C:9]1([CH3:24])[CH2:14][CH2:13][CH2:12][N:11]([NH:15][C:16]([C@@H:18]2[CH2:23][C@@H:22]3[C@@H:20]([CH2:21]3)[NH:19]2)=[O:17])[CH2:10]1.[C:25]([C:28]1[C:36]2[C:31](=[CH:32][C:33]([CH3:37])=[CH:34][CH:35]=2)[N:30]([CH2:38][C:39](O)=[O:40])[N:29]=1)(=[O:27])[NH2:26].C(P1(=O)OP(CCC)(=O)OP(CCC)(=O)O1)CC.CCN(C(C)C)C(C)C. (6) Given the product [CH2:1]([O:5][CH2:6][CH2:7][O:8][C:9]1[CH:10]=[CH:11][C:12]([C:15]2[CH:20]=[CH:19][C:18]([N:21]3[CH2:25][CH2:24][CH2:23][CH2:22]3)=[C:17](/[CH:26]=[CH:27]/[C:28]([OH:30])=[O:29])[CH:16]=2)=[CH:13][CH:14]=1)[CH2:2][CH2:3][CH3:4], predict the reactants needed to synthesize it. The reactants are: [CH2:1]([O:5][CH2:6][CH2:7][O:8][C:9]1[CH:14]=[CH:13][C:12]([C:15]2[CH:20]=[CH:19][C:18]([N:21]3[CH2:25][CH2:24][CH2:23][CH2:22]3)=[C:17](/[CH:26]=[CH:27]/[C:28]([O:30]CC)=[O:29])[CH:16]=2)=[CH:11][CH:10]=1)[CH2:2][CH2:3][CH3:4].[OH-].[Na+].Cl. (7) Given the product [Br:1][C:2]1[CH:3]=[C:4]([CH3:23])[C:5]([C:9]2[C:10](=[O:22])[CH2:11][CH:12]([C:16]3[CH:21]=[CH:20][CH:19]=[CH:18][N:17]=3)[CH2:13][C:14]=2[O:15][CH3:24])=[C:6]([CH3:8])[CH:7]=1, predict the reactants needed to synthesize it. The reactants are: [Br:1][C:2]1[CH:7]=[C:6]([CH3:8])[C:5]([CH:9]2[C:14](=[O:15])[CH2:13][CH:12]([C:16]3[CH:21]=[CH:20][CH:19]=[CH:18][N:17]=3)[CH2:11][C:10]2=[O:22])=[C:4]([CH3:23])[CH:3]=1.[C:24](=O)([O-])[O-].[K+].[K+].IC. (8) Given the product [CH2:22]([O:1][C:2]1[CH:7]=[C:6]([O:8][CH2:9][CH2:10][O:11][CH3:12])[CH:5]=[CH:4][C:3]=1[C:13](=[O:15])[CH3:14])[C:23]1[CH:28]=[CH:27][CH:26]=[CH:25][CH:24]=1, predict the reactants needed to synthesize it. The reactants are: [OH:1][C:2]1[CH:7]=[C:6]([O:8][CH2:9][CH2:10][O:11][CH3:12])[CH:5]=[CH:4][C:3]=1[C:13](=[O:15])[CH3:14].C(=O)([O-])[O-].[K+].[K+].[CH2:22](Br)[C:23]1[CH:28]=[CH:27][CH:26]=[CH:25][CH:24]=1.[Cl-].[NH4+]. (9) Given the product [OH:20][N:19]=[C:11]([C:9]1[N:8]=[N:7][N:6]([CH2:5][C:4]2[CH:13]=[C:14]([Cl:18])[C:15]([Cl:16])=[C:2]([Cl:1])[CH:3]=2)[CH:10]=1)[NH2:12], predict the reactants needed to synthesize it. The reactants are: [Cl:1][C:2]1[CH:3]=[C:4]([CH:13]=[C:14](Cl)[C:15]=1[Cl:16])[CH2:5][N:6]1[CH:10]=[C:9]([C:11]#[N:12])[N:8]=[N:7]1.[ClH:18].[NH2:19][OH:20].C(N(CC)CC)C.